From a dataset of Reaction yield outcomes from USPTO patents with 853,638 reactions. Predict the reaction yield, written as a fraction of the theoretical maximum amount of product (1.0 means a 100% yield; for example, 0.34 means a 34% yield). (1) The yield is 0.590. The product is [CH:8]([C:3]1[CH:4]=[CH:5][CH:6]=[CH:7][C:2]=1[CH2:16][OH:17])([CH3:10])[CH3:9]. The reactants are Br[C:2]1[CH:7]=[CH:6][CH:5]=[CH:4][C:3]=1[CH:8]([CH3:10])[CH3:9].C([Li])CCC.[CH2:16]=[O:17]. The catalyst is C1COCC1. (2) The reactants are [CH2:1]([N:4]1[C:17]2[C:8](=[C:9]3[C:14](=[CH:15][CH:16]=2)[N:13]=[C:12]([O:18][CH:19]([CH3:21])[CH3:20])[CH:11]=[C:10]3[C:22]([F:25])([F:24])[F:23])[O:7][CH2:6][C@H:5]1[CH2:26][CH3:27])[CH:2]=[CH2:3].CCN(CC)CC. The catalyst is CCOC(C)=O.[Pd]. The product is [CH2:26]([C@@H:5]1[CH2:6][O:7][C:8]2=[C:9]3[C:14](=[CH:15][CH:16]=[C:17]2[N:4]1[CH2:1][CH2:2][CH3:3])[N:13]=[C:12]([O:18][CH:19]([CH3:20])[CH3:21])[CH:11]=[C:10]3[C:22]([F:23])([F:25])[F:24])[CH3:27]. The yield is 0.960. (3) The reactants are B.C1COCC1.[Br:7][C:8]1[CH:13]=[C:12]([F:14])[CH:11]=[CH:10][C:9]=1[C:15]([CH3:19])([CH3:18])[C:16]#[N:17]. The catalyst is C1COCC1. The product is [Br:7][C:8]1[CH:13]=[C:12]([F:14])[CH:11]=[CH:10][C:9]=1[C:15]([CH3:19])([CH3:18])[CH2:16][NH2:17]. The yield is 0.990. (4) The reactants are O[C:2]1[C:7]([N+]([O-])=O)=[CH:6][C:5]([F:11])=[CH:4][N:3]=1.[OH:12][C:13]1C=CC(F)=CN=1.NC1C=CC(OC)=NC=1. No catalyst specified. The product is [CH3:13][O:12][C:4]1[C:5]([F:11])=[CH:6][CH:7]=[CH:2][N:3]=1. The yield is 1.00. (5) The reactants are C(O)C.[C:4]([O:8][C:9]([N:11]([CH2:23][C:24]([O:26][C:27]([CH3:30])([CH3:29])[CH3:28])=[O:25])[C:12]1[CH:17]=[CH:16][CH:15]=[C:14]([C:18](OCC)=[O:19])[N:13]=1)=[O:10])([CH3:7])([CH3:6])[CH3:5].[Cl-].[Ca+2].[Cl-].[BH4-].[K+].COCCOCCOCCOCCOC. The catalyst is O.C(O)(=O)C. The product is [C:4]([O:8][C:9]([N:11]([CH2:23][C:24]([O:26][C:27]([CH3:30])([CH3:29])[CH3:28])=[O:25])[C:12]1[CH:17]=[CH:16][CH:15]=[C:14]([CH2:18][OH:19])[N:13]=1)=[O:10])([CH3:7])([CH3:6])[CH3:5]. The yield is 0.920.